This data is from Reaction yield outcomes from USPTO patents with 853,638 reactions. The task is: Predict the reaction yield, written as a fraction of the theoretical maximum amount of product (1.0 means a 100% yield; for example, 0.34 means a 34% yield). (1) The reactants are [F:1][C:2]1[CH:3]=[C:4]([C:9]2[CH:10]=[C:11](COS(C)(=O)=O)[C:12](=[O:19])[N:13]([CH2:15][CH:16]([CH3:18])[CH3:17])[N:14]=2)[CH:5]=[CH:6][C:7]=1[CH3:8].[C:26](=O)([O-])[O-].[K+].[K+].[N:32]1([C:38]([O:40][C:41]([CH3:44])([CH3:43])[CH3:42])=[O:39])[CH2:37][CH2:36][NH:35][CH2:34][CH2:33]1.O. The catalyst is C(#N)C. The product is [C:41]([O:40][C:38]([N:32]1[CH2:37][CH2:36][N:35]([C:11]2[C:12](=[O:19])[N:13]([CH2:15][CH:16]([CH3:17])[CH3:18])[N:14]=[C:9]([C:4]3[CH:5]=[CH:6][C:7]([CH3:8])=[C:2]([F:1])[CH:3]=3)[C:10]=2[CH3:26])[CH2:34][CH2:33]1)=[O:39])([CH3:44])([CH3:43])[CH3:42]. The yield is 0.924. (2) The reactants are [C:1]([O:5][C:6]([NH:8][C:9]1[CH:14]=[CH:13][CH:12]=[CH:11][C:10]=1[NH:15][C:16](=[O:34])[C:17]1[CH:22]=[CH:21][C:20]([C:23]2[C:24]3[S:33][CH:32]=[CH:31][C:25]=3[N:26]=[C:27](SC)[N:28]=2)=[CH:19][CH:18]=1)=[O:7])([CH3:4])([CH3:3])[CH3:2].Cl[C:36]1C=CC=C(C(OO)=O)C=1.[S:46](S([O-])=O)([O-:49])(=O)=[O:47].[Na+].[Na+].C(OCC)(=O)C. The catalyst is CN(C=O)C. The product is [C:1]([O:5][C:6]([NH:8][C:9]1[CH:14]=[CH:13][CH:12]=[CH:11][C:10]=1[NH:15][C:16](=[O:34])[C:17]1[CH:22]=[CH:21][C:20]([C:23]2[C:24]3[S:33][CH:32]=[CH:31][C:25]=3[N:26]=[C:27]([S:46]([CH3:36])(=[O:49])=[O:47])[N:28]=2)=[CH:19][CH:18]=1)=[O:7])([CH3:2])([CH3:3])[CH3:4]. The yield is 0.570. (3) The reactants are CCCC[N+](CCCC)(CCCC)CCCC.[F-].[C:19]([O:22][CH2:23][C@H:24]1[CH2:29][C@@H:28]([O:30][Si](C(C)(C)C)(C2C=CC=CC=2)C2C=CC=CC=2)[CH2:27][CH2:26][C@@:25]1([C@H:49]1[CH2:57][CH2:56][C@@:55]2([CH3:58])[C@@H:51]([CH2:52][CH2:53][C@@:54]2([OH:64])[C:59]2[S:60][CH:61]=[CH:62][N:63]=2)[C@@H:50]1[CH2:65][N:66]=[N+:67]=[N-:68])[CH3:48])(=[O:21])[CH3:20]. The catalyst is C1COCC1. The product is [C:19]([O:22][CH2:23][C@H:24]1[CH2:29][C@@H:28]([OH:30])[CH2:27][CH2:26][C@@:25]1([C@H:49]1[CH2:57][CH2:56][C@@:55]2([CH3:58])[C@@H:51]([CH2:52][CH2:53][C@@:54]2([OH:64])[C:59]2[S:60][CH:61]=[CH:62][N:63]=2)[C@@H:50]1[CH2:65][N:66]=[N+:67]=[N-:68])[CH3:48])(=[O:21])[CH3:20]. The yield is 0.610.